Dataset: Forward reaction prediction with 1.9M reactions from USPTO patents (1976-2016). Task: Predict the product of the given reaction. (1) The product is: [NH2:7][C@@H:8]([C@@H:9]([CH3:12])[CH2:10][CH3:11])[CH2:13][N:14]([C:27]1[CH:36]=[CH:35][C:34]2[C:29](=[CH:30][CH:31]=[C:32]([CH:37]3[CH2:39][CH2:38]3)[CH:33]=2)[CH:28]=1)[C:15]([C@@H:17]1[CH2:19][C@H:18]1[C:20]1[CH:25]=[CH:24][C:23]([F:26])=[CH:22][N:21]=1)=[O:16]. Given the reactants C(OC(=O)[NH:7][C@H:8]([CH2:13][N:14]([C:27]1[CH:36]=[CH:35][C:34]2[C:29](=[CH:30][CH:31]=[C:32]([CH:37]3[CH2:39][CH2:38]3)[CH:33]=2)[CH:28]=1)[C:15]([C@@H:17]1[CH2:19][C@H:18]1[C:20]1[CH:25]=[CH:24][C:23]([F:26])=[CH:22][N:21]=1)=[O:16])[C@@H:9]([CH3:12])[CH2:10][CH3:11])(C)(C)C.C(O)(C(F)(F)F)=O, predict the reaction product. (2) Given the reactants [CH:1]1([C:6]([N:8]2[CH2:13][CH:12]([C:14]3[CH:19]=[CH:18][C:17]([CH2:20][CH3:21])=[CH:16][CH:15]=3)[CH2:11][CH:10]([C:22](O)=[O:23])[CH2:9]2)=[O:7])[CH2:5][CH2:4][CH2:3][CH2:2]1.O[N:26]=[C:27]([C:29]1[N:30]=[C:31]([CH3:34])[S:32][CH:33]=1)[NH2:28], predict the reaction product. The product is: [CH:1]1([C:6]([N:8]2[CH2:9][CH:10]([C:22]3[O:23][N:28]=[C:27]([C:29]4[N:30]=[C:31]([CH3:34])[S:32][CH:33]=4)[N:26]=3)[CH2:11][CH:12]([C:14]3[CH:15]=[CH:16][C:17]([CH2:20][CH3:21])=[CH:18][CH:19]=3)[CH2:13]2)=[O:7])[CH2:5][CH2:4][CH2:3][CH2:2]1. (3) The product is: [C:11]([O:15][C:16]([NH:18][C:19]1[CH:27]=[C:26]([F:28])[CH:25]=[C:24]2[C:20]=1[CH:21]=[CH:22][N:23]2[C:29]([C:34]1[CH:39]=[CH:38][C:37]([Cl:40])=[CH:36][CH:35]=1)([CH2:42][CH3:43])[C:30]([O:32][CH3:33])=[O:31])=[O:17])([CH3:14])([CH3:12])[CH3:13]. Given the reactants [Li+].C[Si]([N-][Si](C)(C)C)(C)C.[C:11]([O:15][C:16]([NH:18][C:19]1[CH:27]=[C:26]([F:28])[CH:25]=[C:24]2[C:20]=1[CH:21]=[CH:22][N:23]2[CH:29]([C:34]1[CH:39]=[CH:38][C:37]([Cl:40])=[CH:36][CH:35]=1)[C:30]([O:32][CH3:33])=[O:31])=[O:17])([CH3:14])([CH3:13])[CH3:12].I[CH2:42][CH3:43], predict the reaction product. (4) The product is: [CH3:16][O:10][C:9](=[O:11])[CH2:8][C:5]1[CH:4]=[CH:3][C:2]([I:1])=[CH:7][CH:6]=1. Given the reactants [I:1][C:2]1[CH:7]=[CH:6][C:5]([CH2:8][C:9]([OH:11])=[O:10])=[CH:4][CH:3]=1.S(Cl)(Cl)=O.[CH3:16]O, predict the reaction product. (5) Given the reactants [BrH:1].[F:2][C:3]1[CH:9]=[CH:8][C:6](N)=[CH:5][C:4]=1[O:10][CH3:11].N([O-])=O.[Na+], predict the reaction product. The product is: [Br:1][C:6]1[CH:8]=[CH:9][C:3]([F:2])=[C:4]([O:10][CH3:11])[CH:5]=1. (6) Given the reactants [Cl:1][C:2]1[C:3]([N:8]2[C:12]([C:13]3[O:26][C:25](=[O:27])[C:24]4[C:23]5[C:18](=[CH:19][CH:20]=[CH:21][N:22]=5)[CH:17]=[CH:16][C:15]=4[N:14]=3)=[CH:11][C:10]([C:28]([F:31])([F:30])[F:29])=[N:9]2)=[N:4][CH:5]=[CH:6][CH:7]=1.C(#N)C.O.[CH:36]([NH2:39])([CH3:38])[CH3:37], predict the reaction product. The product is: [CH:36]([NH:39][C:25]([C:24]1[C:15]([NH:14][C:13]([C:12]2[N:8]([C:3]3[C:2]([Cl:1])=[CH:7][CH:6]=[CH:5][N:4]=3)[N:9]=[C:10]([C:28]([F:31])([F:29])[F:30])[CH:11]=2)=[O:26])=[CH:16][CH:17]=[C:18]2[C:23]=1[N:22]=[CH:21][CH:20]=[CH:19]2)=[O:27])([CH3:38])[CH3:37].